Regression. Given two drug SMILES strings and cell line genomic features, predict the synergy score measuring deviation from expected non-interaction effect. From a dataset of NCI-60 drug combinations with 297,098 pairs across 59 cell lines. (1) Drug 1: CC1=C2C(C(=O)C3(C(CC4C(C3C(C(C2(C)C)(CC1OC(=O)C(C(C5=CC=CC=C5)NC(=O)C6=CC=CC=C6)O)O)OC(=O)C7=CC=CC=C7)(CO4)OC(=O)C)O)C)OC(=O)C. Drug 2: CCN(CC)CCNC(=O)C1=C(NC(=C1C)C=C2C3=C(C=CC(=C3)F)NC2=O)C. Cell line: A498. Synergy scores: CSS=6.69, Synergy_ZIP=-1.01, Synergy_Bliss=4.71, Synergy_Loewe=6.05, Synergy_HSA=4.74. (2) Synergy scores: CSS=41.8, Synergy_ZIP=-1.10, Synergy_Bliss=-4.11, Synergy_Loewe=-45.2, Synergy_HSA=-6.34. Drug 2: C(CN)CNCCSP(=O)(O)O. Cell line: U251. Drug 1: CC1=C(N=C(N=C1N)C(CC(=O)N)NCC(C(=O)N)N)C(=O)NC(C(C2=CN=CN2)OC3C(C(C(C(O3)CO)O)O)OC4C(C(C(C(O4)CO)O)OC(=O)N)O)C(=O)NC(C)C(C(C)C(=O)NC(C(C)O)C(=O)NCCC5=NC(=CS5)C6=NC(=CS6)C(=O)NCCC[S+](C)C)O. (3) Drug 1: C1=CC(=CC=C1CCCC(=O)O)N(CCCl)CCCl. Drug 2: COC1=C2C(=CC3=C1OC=C3)C=CC(=O)O2. Cell line: OVCAR-8. Synergy scores: CSS=14.0, Synergy_ZIP=-8.70, Synergy_Bliss=-3.07, Synergy_Loewe=-6.80, Synergy_HSA=-3.80. (4) Drug 1: C1=CC=C(C=C1)NC(=O)CCCCCCC(=O)NO. Drug 2: C1=CC=C(C(=C1)C(C2=CC=C(C=C2)Cl)C(Cl)Cl)Cl. Cell line: MDA-MB-435. Synergy scores: CSS=2.92, Synergy_ZIP=-2.20, Synergy_Bliss=0.938, Synergy_Loewe=-4.15, Synergy_HSA=0.983. (5) Drug 1: CC1CCC2CC(C(=CC=CC=CC(CC(C(=O)C(C(C(=CC(C(=O)CC(OC(=O)C3CCCCN3C(=O)C(=O)C1(O2)O)C(C)CC4CCC(C(C4)OC)O)C)C)O)OC)C)C)C)OC. Drug 2: CN(CCCl)CCCl.Cl. Cell line: NCIH23. Synergy scores: CSS=50.2, Synergy_ZIP=-3.61, Synergy_Bliss=-2.74, Synergy_Loewe=-16.1, Synergy_HSA=0.720. (6) Drug 1: C1C(C(OC1N2C=C(C(=O)NC2=O)F)CO)O. Drug 2: CC1=C(C=C(C=C1)C(=O)NC2=CC(=CC(=C2)C(F)(F)F)N3C=C(N=C3)C)NC4=NC=CC(=N4)C5=CN=CC=C5. Cell line: SN12C. Synergy scores: CSS=20.7, Synergy_ZIP=0.392, Synergy_Bliss=4.05, Synergy_Loewe=-10.5, Synergy_HSA=1.40. (7) Drug 1: C1C(C(OC1N2C=NC3=C(N=C(N=C32)Cl)N)CO)O. Drug 2: C1CN(P(=O)(OC1)NCCCl)CCCl. Cell line: OVCAR3. Synergy scores: CSS=5.52, Synergy_ZIP=3.71, Synergy_Bliss=5.57, Synergy_Loewe=-28.9, Synergy_HSA=-4.28. (8) Drug 1: CCC1(CC2CC(C3=C(CCN(C2)C1)C4=CC=CC=C4N3)(C5=C(C=C6C(=C5)C78CCN9C7C(C=CC9)(C(C(C8N6C=O)(C(=O)OC)O)OC(=O)C)CC)OC)C(=O)OC)O.OS(=O)(=O)O. Drug 2: CC1CCCC2(C(O2)CC(NC(=O)CC(C(C(=O)C(C1O)C)(C)C)O)C(=CC3=CSC(=N3)C)C)C. Cell line: SNB-19. Synergy scores: CSS=35.4, Synergy_ZIP=-5.19, Synergy_Bliss=-7.98, Synergy_Loewe=-11.9, Synergy_HSA=-6.28. (9) Cell line: NCI/ADR-RES. Drug 2: C1CCC(C(C1)N)N.C(=O)(C(=O)[O-])[O-].[Pt+4]. Synergy scores: CSS=19.4, Synergy_ZIP=-7.86, Synergy_Bliss=0.744, Synergy_Loewe=-8.62, Synergy_HSA=3.11. Drug 1: CN1C(=O)N2C=NC(=C2N=N1)C(=O)N.